The task is: Predict the reactants needed to synthesize the given product.. This data is from Full USPTO retrosynthesis dataset with 1.9M reactions from patents (1976-2016). (1) Given the product [Cl:1][C:2]1[C:7]([C:8]([Cl:15])=[O:9])=[C:6]([Cl:11])[N:5]=[CH:4][N:3]=1, predict the reactants needed to synthesize it. The reactants are: [Cl:1][C:2]1[C:7]([C:8](O)=[O:9])=[C:6]([Cl:11])[N:5]=[CH:4][N:3]=1.C(Cl)(=O)C([Cl:15])=O. (2) The reactants are: [NH2:1][C:2]1[CH:3]=[CH:4][C:5]2[O:9][C:8]([C:10]3[CH:11]=[CH:12][C:13]4[CH:14]=[C:15]5[C:22](=[O:23])[NH:21][CH2:20][C:19]6([CH2:26][CH2:25][CH2:24]6)[N:16]5[C:17]=4[CH:18]=3)=[N:7][C:6]=2[CH:27]=1.C(N(C(C)C)CC)(C)C.[C:37](Cl)(=[O:40])[CH:38]=[CH2:39]. Given the product [O:23]=[C:22]1[C:15]2=[CH:14][C:13]3[CH:12]=[CH:11][C:10]([C:8]4[O:9][C:5]5[CH:4]=[CH:3][C:2]([NH:1][C:37](=[O:40])[CH:38]=[CH2:39])=[CH:27][C:6]=5[N:7]=4)=[CH:18][C:17]=3[N:16]2[C:19]2([CH2:26][CH2:25][CH2:24]2)[CH2:20][NH:21]1, predict the reactants needed to synthesize it.